Dataset: Forward reaction prediction with 1.9M reactions from USPTO patents (1976-2016). Task: Predict the product of the given reaction. (1) Given the reactants [CH2:1]([C:3]1[CH:4]=[C:5]2[C:9](=[CH:10][CH:11]=1)[NH:8][CH:7]=[C:6]2[CH2:12][CH2:13][C:14]([OH:16])=[O:15])[CH3:2].C([Li])CCC.[C:22]1([S:28](Cl)(=[O:30])=[O:29])[CH:27]=[CH:26][CH:25]=[CH:24][CH:23]=1.C1C[O:35][CH2:34]C1, predict the reaction product. The product is: [CH2:1]([C:3]1[CH:4]=[C:5]2[C:9](=[CH:10][CH:11]=1)[N:8]([S:28]([C:22]1[CH:27]=[CH:26][C:25]([O:35][CH3:34])=[CH:24][CH:23]=1)(=[O:30])=[O:29])[CH:7]=[C:6]2[CH2:12][CH2:13][C:14]([OH:16])=[O:15])[CH3:2]. (2) Given the reactants C([O:8][C:9]1[N:14]=[C:13]([C:15]2[CH2:20][CH2:19][N:18]([C:21]([O:23][C:24]([CH3:27])([CH3:26])[CH3:25])=[O:22])[CH2:17][CH:16]=2)[CH:12]=[CH:11][CH:10]=1)C1C=CC=CC=1, predict the reaction product. The product is: [OH:8][C:9]1[N:14]=[C:13]([CH:15]2[CH2:20][CH2:19][N:18]([C:21]([O:23][C:24]([CH3:27])([CH3:26])[CH3:25])=[O:22])[CH2:17][CH2:16]2)[CH:12]=[CH:11][CH:10]=1. (3) Given the reactants [Cl-:1].C([N:4]1[CH:8]=[C:7]2[S:9][C:10]([CH2:12][NH3+:13])=[CH:11][C:6]2=[N:5]1)C.[CH2:14](N1C2C=C(C(OC)=O)SC=2C=N1)[CH3:15].Cl.S1C2C=CN=CC=2C=C1CN, predict the reaction product. The product is: [Cl-:1].[CH2:14]([N:5]1[C:6]2[CH:11]=[C:10]([CH2:12][NH2:13])[S:9][C:7]=2[CH:8]=[N:4]1)[CH3:15]. (4) Given the reactants [F:1][C:2]1[C:3]2[C:4]3[N:5]([N:29]=[CH:30][N:31]=3)[C:6]([N:16]3[CH2:21][CH2:20][N:19](C(OC(C)(C)C)=O)[CH2:18][CH2:17]3)=[N:7][C:8]=2[CH:9]=[CH:10][C:11]=1[C:12]([F:15])([F:14])[F:13].FC(F)(F)C(O)=O, predict the reaction product. The product is: [F:1][C:2]1[C:3]2[C:4]3[N:5]([N:29]=[CH:30][N:31]=3)[C:6]([N:16]3[CH2:21][CH2:20][NH:19][CH2:18][CH2:17]3)=[N:7][C:8]=2[CH:9]=[CH:10][C:11]=1[C:12]([F:15])([F:14])[F:13]. (5) Given the reactants [CH:1]1([C:5]2[N:10]=[C:9]3[CH2:11][CH2:12][CH2:13][CH2:14][CH2:15][C:8]3=[C:7]([C:16]3[CH:21]=[CH:20][C:19](=[O:22])[NH:18][CH:17]=3)[C:6]=2[C:23]#[N:24])[CH2:4][CH2:3][CH2:2]1.Cl.CI.[C:28](=O)([O-])[O-].[K+].[K+], predict the reaction product. The product is: [CH:1]1([C:5]2[N:10]=[C:9]3[CH2:11][CH2:12][CH2:13][CH2:14][CH2:15][C:8]3=[C:7]([C:16]3[CH:21]=[CH:20][C:19](=[O:22])[N:18]([CH3:28])[CH:17]=3)[C:6]=2[C:23]#[N:24])[CH2:2][CH2:3][CH2:4]1.